From a dataset of Full USPTO retrosynthesis dataset with 1.9M reactions from patents (1976-2016). Predict the reactants needed to synthesize the given product. (1) Given the product [C:1]([O:5][C:6]([N:8]1[CH2:13][CH2:12][CH2:11][CH:10]([CH2:14][CH2:15][CH2:16][OH:17])[CH2:9]1)=[O:7])([CH3:4])([CH3:3])[CH3:2], predict the reactants needed to synthesize it. The reactants are: [C:1]([O:5][C:6]([N:8]1[CH2:13][CH2:12][CH2:11][CH:10]([CH2:14][CH2:15][C:16](O)=[O:17])[CH2:9]1)=[O:7])([CH3:4])([CH3:3])[CH3:2].O.[H][H]. (2) The reactants are: [NH:1]1[CH2:9][CH2:8][CH2:7][C@H:2]1[C:3]([O:5][CH3:6])=[O:4].C(N[S:14]([C:17]1[CH:18]=[C:19]2[C:23](=[CH:24][CH:25]=1)[NH:22][C:21](=[O:26])[C:20]2=[O:27])(=[O:16])=[O:15])CC. Given the product [CH3:6][O:5][C:3]([C@@H:2]1[CH2:7][CH2:8][CH2:9][N:1]1[S:14]([C:17]1[CH:18]=[C:19]2[C:23](=[CH:24][CH:25]=1)[NH:22][C:21](=[O:26])[C:20]2=[O:27])(=[O:15])=[O:16])=[O:4], predict the reactants needed to synthesize it. (3) Given the product [C:1]([Si:5]([O:6][CH2:7][C:8]1[CH:13]=[CH:12][C:11]([C:14]#[CH:15])=[CH:10][CH:9]=1)([CH3:21])[CH3:20])([CH3:4])([CH3:3])[CH3:2], predict the reactants needed to synthesize it. The reactants are: [C:1]([Si:5]([CH3:21])([CH3:20])[O:6][CH2:7][C:8]1[CH:13]=[CH:12][C:11]([C:14]#[C:15][Si](C)(C)C)=[CH:10][CH:9]=1)([CH3:4])([CH3:3])[CH3:2].[OH-].[K+].CO.C(O)(=O)C. (4) Given the product [Cl:3][C:4]1[CH:9]=[CH:8][CH:7]=[CH:6][C:5]=1[O:10][CH2:12][CH2:13][CH2:14][O:15][C:16](=[O:18])[CH3:17], predict the reactants needed to synthesize it. The reactants are: [H-].[Na+].[Cl:3][C:4]1[CH:9]=[CH:8][CH:7]=[CH:6][C:5]=1[OH:10].Cl[CH2:12][CH2:13][CH2:14][O:15][C:16](=[O:18])[CH3:17].[Cl-].[NH4+]. (5) Given the product [OH:1][C:2]1[CH:3]=[C:4]([CH:8]=[CH:9][C:10]=1[OH:11])[C:5]([O:7][C:22]1[CH:23]=[CH:24][C:19]([C:12]2[CH:17]=[CH:16][C:15]([O:18][C:5](=[O:6])[C:4]3[CH:8]=[CH:9][C:10]([OH:11])=[C:2]([OH:1])[CH:3]=3)=[CH:14][CH:13]=2)=[CH:20][CH:21]=1)=[O:6], predict the reactants needed to synthesize it. The reactants are: [OH:1][C:2]1[CH:3]=[C:4]([CH:8]=[CH:9][C:10]=1[OH:11])[C:5]([OH:7])=[O:6].[C:12]1([C:19]2[CH:24]=[CH:23][C:22](O)=[CH:21][CH:20]=2)[CH:17]=[CH:16][C:15]([OH:18])=[CH:14][CH:13]=1. (6) Given the product [Si:34]([O:41][CH2:42][CH2:43][C:44]1([S:47]([N:12]2[C:4]3=[N:5][CH:6]4[N:10]([CH3:11])[CH:9]=[N:8][CH:7]4[C:2]([Cl:1])=[C:3]3[N:14]([C:15]3[CH:20]=[CH:19][C:18]([I:21])=[CH:17][C:16]=3[F:22])[C:13]2=[O:23])(=[O:48])=[O:49])[CH2:46][CH2:45]1)([C:37]([CH3:39])([CH3:40])[CH3:38])([CH3:36])[CH3:35], predict the reactants needed to synthesize it. The reactants are: [Cl:1][C:2]1[C:7]2[N:8]=[CH:9][N:10]([CH3:11])[C:6]=2[N:5]=[C:4]2[NH:12][C:13](=[O:23])[N:14]([C:15]3[CH:20]=[CH:19][C:18]([I:21])=[CH:17][C:16]=3[F:22])[C:3]=12.[Li+].C[Si]([N-][Si](C)(C)C)(C)C.[Si:34]([O:41][CH2:42][CH2:43][C:44]1([S:47](Cl)(=[O:49])=[O:48])[CH2:46][CH2:45]1)([C:37]([CH3:40])([CH3:39])[CH3:38])([CH3:36])[CH3:35]. (7) Given the product [F:17][C:15]1[C:14]([C:18]#[C:19][C:20]([OH:23])([CH3:21])[CH3:22])=[CH:13][C:12]2[C:6]3[N:7]([C:24]([C:25]([NH:32][CH2:31][C:30]([O:29][CH3:28])([CH3:34])[CH3:33])=[O:26])=[C:4]([C:1]([NH2:2])=[O:3])[N:5]=3)[CH2:8][CH2:9][O:10][C:11]=2[CH:16]=1, predict the reactants needed to synthesize it. The reactants are: [C:1]([C:4]1[N:5]=[C:6]2[C:12]3[CH:13]=[C:14]([C:18]#[C:19][C:20]([OH:23])([CH3:22])[CH3:21])[C:15]([F:17])=[CH:16][C:11]=3[O:10][CH2:9][CH2:8][N:7]2[C:24]=1[C:25](O)=[O:26])(=[O:3])[NH2:2].[CH3:28][O:29][C:30]([CH3:34])([CH3:33])[CH2:31][NH2:32]. (8) Given the product [C:20]([NH:24][C@:8]1([C:33](=[O:34])[NH:29][C:25]([CH3:28])([CH3:27])[CH3:26])[CH:4]([CH2:1][CH:2]=[CH2:3])[CH2:5][C@H:6]([CH2:10][CH2:11][NH:12][C:13](=[O:19])[O:14][C:15]([CH3:18])([CH3:17])[CH3:16])[CH2:7]1)(=[O:23])[CH3:21], predict the reactants needed to synthesize it. The reactants are: [CH2:1]([CH:4]1[C:8](=O)[CH2:7][CH:6]([CH2:10][CH2:11][NH:12][C:13](=[O:19])[O:14][C:15]([CH3:18])([CH3:17])[CH3:16])[CH2:5]1)[CH:2]=[CH2:3].[C:20]([O-:23])(=O)[CH3:21].[NH4+:24].[C:25]([N+:29]#[C-])([CH3:28])([CH3:27])[CH3:26].FC(F)(F)[CH2:33][OH:34]. (9) The reactants are: [Br-].C[O-:3].C([Sn+]([CH2:13][CH2:14][CH2:15][CH3:16])CCCC)CCC.[C:17]([O:20][C:21](C)=C)(=[O:19])[CH3:18].[C:24]1(C)C=[CH:28][CH:27]=[CH:26][C:25]=1P([C:26]1[CH:27]=[CH:28]C=[CH:24][C:25]=1C)[C:26]1[CH:27]=[CH:28]C=[CH:24][C:25]=1C. Given the product [CH3:21][O:20][C:17](=[O:19])[CH2:18][C:25]1[CH:26]=[CH:27][CH:28]=[C:13]([CH2:14][C:15](=[O:3])[CH3:16])[CH:24]=1, predict the reactants needed to synthesize it.